This data is from Peptide-MHC class II binding affinity with 134,281 pairs from IEDB. The task is: Regression. Given a peptide amino acid sequence and an MHC pseudo amino acid sequence, predict their binding affinity value. This is MHC class II binding data. (1) The peptide sequence is YDKFLANVSTVLTGK. The MHC is HLA-DPA10201-DPB11401 with pseudo-sequence HLA-DPA10201-DPB11401. The binding affinity (normalized) is 0.523. (2) The peptide sequence is LPVPPTVTVFKIPKK. The MHC is HLA-DPA10103-DPB10301 with pseudo-sequence HLA-DPA10103-DPB10301. The binding affinity (normalized) is 0.282. (3) The peptide sequence is DLDDEQEILNYMSPH. The MHC is HLA-DQA10501-DQB10302 with pseudo-sequence YNYHQRXFATVLHSLYFGLTYYAVRTETVHLETT. The binding affinity (normalized) is 0.211. (4) The peptide sequence is GTVANGVLQTFMRMA. The MHC is DRB1_0404 with pseudo-sequence DRB1_0404. The binding affinity (normalized) is 0.508.